Dataset: Peptide-MHC class II binding affinity with 134,281 pairs from IEDB. Task: Regression. Given a peptide amino acid sequence and an MHC pseudo amino acid sequence, predict their binding affinity value. This is MHC class II binding data. (1) The peptide sequence is DPMVQIPRLVANNTR. The MHC is HLA-DPA10201-DPB10101 with pseudo-sequence HLA-DPA10201-DPB10101. The binding affinity (normalized) is 0.384. (2) The peptide sequence is EKKYFAAFQFEPLAA. The MHC is DRB1_0701 with pseudo-sequence DRB1_0701. The binding affinity (normalized) is 0.614. (3) The MHC is DRB3_0101 with pseudo-sequence DRB3_0101. The peptide sequence is GELQIVYKIDAAFKI. The binding affinity (normalized) is 0.891. (4) The peptide sequence is GEPQIVDKIDAAFKI. The MHC is DRB1_0404 with pseudo-sequence DRB1_0404. The binding affinity (normalized) is 0.395. (5) The peptide sequence is LIDDVIAILPVDELY. The MHC is HLA-DPA10201-DPB11401 with pseudo-sequence HLA-DPA10201-DPB11401. The binding affinity (normalized) is 0.260. (6) The peptide sequence is MFIRNCARKVFNDIK. The MHC is DRB1_0901 with pseudo-sequence DRB1_0901. The binding affinity (normalized) is 0.808.